From a dataset of Forward reaction prediction with 1.9M reactions from USPTO patents (1976-2016). Predict the product of the given reaction. (1) Given the reactants [CH3:1][C:2]1[CH:7]=[CH:6][C:5](S(OCCC2COC(C)(C)O2)(=O)=O)=[CH:4][CH:3]=1.N1[CH2:25][CH2:24][CH2:23][CH2:22]1.[CH3:26][CH2:27][N:28]([CH:32]([CH3:34])C)[CH:29]([CH3:31])C.[OH-].[Na+].[H-].[Na+].CS([O:43][CH2:44][CH2:45][CH2:46][CH2:47][CH2:48][CH2:49][CH2:50][CH2:51]/[CH:52]=[CH:53]\[CH2:54]/[CH:55]=[CH:56]\[CH2:57][CH2:58][CH2:59][CH2:60][CH3:61])(=O)=O.O1[CH2:67][CH2:66][O:65][CH2:64][CH2:63]1, predict the reaction product. The product is: [CH2:44]([O:43][CH:63]([CH2:64][O:65][CH2:66][CH2:67][CH2:22][CH2:23][CH2:24][CH2:25][CH2:6][CH2:7]/[CH:2]=[CH:3]\[CH2:4]/[CH:3]=[CH:4]\[CH2:5][CH2:6][CH2:7][CH2:2][CH3:1])[CH2:34][CH2:32][N:28]1[CH2:27][CH2:26][CH2:31][CH2:29]1)[CH2:45][CH2:46][CH2:47][CH2:48][CH2:49][CH2:50][CH2:51]/[CH:52]=[CH:53]\[CH2:54]/[CH:55]=[CH:56]\[CH2:57][CH2:58][CH2:59][CH2:60][CH3:61]. (2) Given the reactants [CH3:1][O:2][C:3]([C:5]1[O:6][C:7]([C:10]#[C:11][CH2:12][NH:13][C:14]([O:16][C:17]([CH3:20])([CH3:19])[CH3:18])=[O:15])=[CH:8][CH:9]=1)=[O:4], predict the reaction product. The product is: [CH3:1][O:2][C:3]([C:5]1[O:6][C:7]([CH2:10][CH2:11][CH2:12][NH:13][C:14]([O:16][C:17]([CH3:20])([CH3:19])[CH3:18])=[O:15])=[CH:8][CH:9]=1)=[O:4]. (3) Given the reactants [Si:1]([O:8][CH2:9][C:10]1[C:15]([O:16][CH3:17])=[CH:14][CH:13]=[C:12]([C:18]#[CH:19])[N:11]=1)([C:4]([CH3:7])([CH3:6])[CH3:5])([CH3:3])[CH3:2].[N+:20]([CH2:23][CH3:24])([O-])=[O:21].C1(N=C=O)C=CC(N=C=O)=CC=1.C(N(CC)CC)C, predict the reaction product. The product is: [Si:1]([O:8][CH2:9][C:10]1[C:15]([O:16][CH3:17])=[CH:14][CH:13]=[C:12]([C:18]2[O:21][N:20]=[C:23]([CH3:24])[CH:19]=2)[N:11]=1)([C:4]([CH3:7])([CH3:6])[CH3:5])([CH3:3])[CH3:2]. (4) Given the reactants C([SiH2][O:6][C:7]([C:9]1[CH:17]=[CH:16][C:12]([C:13]([OH:15])=[O:14])=[CH:11][CH:10]=1)=[CH2:8])(C)(C)C.C(N(CC)CC)C.[N:25]1([C:31]2[CH:36]=[CH:35][C:34]([C:37](=O)[CH3:38])=[CH:33][N:32]=2)[CH2:30][CH2:29][CH2:28][CH2:27][CH2:26]1.FC(F)(F)C(OC(=O)C(F)(F)F)=O, predict the reaction product. The product is: [N:25]1([C:31]2[CH:36]=[CH:35][C:34]([C:37]([CH3:38])=[CH:6][C:7]([C:9]3[CH:10]=[CH:11][C:12]([C:13]([OH:15])=[O:14])=[CH:16][CH:17]=3)=[O:8])=[CH:33][N:32]=2)[CH2:30][CH2:29][CH2:28][CH2:27][CH2:26]1. (5) Given the reactants [Si:1]([O:8][C@H:9]1[C@H:13]([CH3:14])[NH:12][C:11](=[O:15])[C:10]1([CH3:17])[CH3:16])([C:4]([CH3:7])([CH3:6])[CH3:5])([CH3:3])[CH3:2].I[C:19]1[CH:26]=[CH:25][C:22]([C:23]#[N:24])=[C:21]([C:27]([F:30])([F:29])[F:28])[CH:20]=1.C(=O)([O-])[O-].[Cs+].[Cs+].C1(P(C2C=CC=CC=2)C2C3OC4C(=CC=CC=4P(C4C=CC=CC=4)C4C=CC=CC=4)C(C)(C)C=3C=CC=2)C=CC=CC=1, predict the reaction product. The product is: [Si:1]([O:8][C@H:9]1[C@H:13]([CH3:14])[N:12]([C:19]2[CH:26]=[CH:25][C:22]([C:23]#[N:24])=[C:21]([C:27]([F:28])([F:30])[F:29])[CH:20]=2)[C:11](=[O:15])[C:10]1([CH3:16])[CH3:17])([C:4]([CH3:7])([CH3:6])[CH3:5])([CH3:3])[CH3:2].